This data is from Peptide-MHC class I binding affinity with 185,985 pairs from IEDB/IMGT. The task is: Regression. Given a peptide amino acid sequence and an MHC pseudo amino acid sequence, predict their binding affinity value. This is MHC class I binding data. (1) The peptide sequence is WPWYVWLGFI. The MHC is HLA-B07:02 with pseudo-sequence HLA-B07:02. The binding affinity (normalized) is 0. (2) The peptide sequence is FFGALKFKI. The MHC is HLA-A24:02 with pseudo-sequence HLA-A24:02. The binding affinity (normalized) is 0.291. (3) The peptide sequence is YTDLTYQSF. The MHC is HLA-A80:01 with pseudo-sequence HLA-A80:01. The binding affinity (normalized) is 0.0847. (4) The peptide sequence is YVILKDPRIA. The MHC is HLA-A02:01 with pseudo-sequence HLA-A02:01. The binding affinity (normalized) is 0.0219. (5) The peptide sequence is KVIQYLAYV. The MHC is HLA-A02:02 with pseudo-sequence HLA-A02:02. The binding affinity (normalized) is 1.00. (6) The MHC is HLA-B48:01 with pseudo-sequence HLA-B48:01. The peptide sequence is HEEFTTNYL. The binding affinity (normalized) is 0.0847. (7) The peptide sequence is KTFDHTLM. The MHC is H-2-Db with pseudo-sequence H-2-Db. The binding affinity (normalized) is 0. (8) The peptide sequence is RRAYSGKQY. The MHC is HLA-B51:01 with pseudo-sequence HLA-B51:01. The binding affinity (normalized) is 0.0847.